Dataset: Forward reaction prediction with 1.9M reactions from USPTO patents (1976-2016). Task: Predict the product of the given reaction. (1) Given the reactants [CH3:1][S:2]([N:5]([CH2:12][C@@H:13]1[N:18]([C:19]2[N:24]=[CH:23][C:22]([C:25]([OH:34])([C:30]([F:33])([F:32])[F:31])[C:26]([F:29])([F:28])[F:27])=[CH:21][N:20]=2)[CH2:17][CH2:16][N:15](C(OC(C)(C)C)=O)[CH2:14]1)[C:6]1[CH:11]=[CH:10][CH:9]=[CH:8][CH:7]=1)(=[O:4])=[O:3].C(O)(C(F)(F)F)=O.C(N(CC)CC)C.[N+:56]([C:59]1[S:63][C:62]([S:64](Cl)(=[O:66])=[O:65])=[CH:61][CH:60]=1)([O-:58])=[O:57], predict the reaction product. The product is: [N+:56]([C:59]1[S:63][C:62]([S:64]([N:15]2[CH2:16][CH2:17][N:18]([C:19]3[N:24]=[CH:23][C:22]([C:25]([OH:34])([C:30]([F:33])([F:32])[F:31])[C:26]([F:28])([F:29])[F:27])=[CH:21][N:20]=3)[C@@H:13]([CH2:12][N:5]([C:6]3[CH:7]=[CH:8][CH:9]=[CH:10][CH:11]=3)[S:2]([CH3:1])(=[O:3])=[O:4])[CH2:14]2)(=[O:66])=[O:65])=[CH:61][CH:60]=1)([O-:58])=[O:57]. (2) Given the reactants Br[CH2:2][C:3]1[N:8]=[C:7]([CH2:9][N:10]2[C:14]3[N:15]=[C:16]([NH2:24])[N:17]=[C:18]([C:19]4[O:20][CH:21]=[CH:22][CH:23]=4)[C:13]=3[N:12]=[N:11]2)[CH:6]=[CH:5][CH:4]=1.[C-:25]#[N:26].[Na+].O, predict the reaction product. The product is: [C:25]([CH2:2][C:3]1[N:8]=[C:7]([CH2:9][N:10]2[C:14]3[N:15]=[C:16]([NH2:24])[N:17]=[C:18]([C:19]4[O:20][CH:21]=[CH:22][CH:23]=4)[C:13]=3[N:12]=[N:11]2)[CH:6]=[CH:5][CH:4]=1)#[N:26]. (3) Given the reactants [C:1]([C:3]1[N:4]=[C:5]([CH:8]2[CH2:13][CH2:12][N:11]([C:14]([O:16][C:17]([CH3:20])([CH3:19])[CH3:18])=[O:15])[CH2:10][CH2:9]2)[S:6][CH:7]=1)#[CH:2].[CH3:21][Si:22]([CH3:29])([CH3:28])N[Si:22]([CH3:29])([CH3:28])[CH3:21].[Li].C[Si](Cl)(C)C, predict the reaction product. The product is: [CH3:21][Si:22]([C:2]#[C:1][C:3]1[N:4]=[C:5]([CH:8]2[CH2:13][CH2:12][N:11]([C:14]([O:16][C:17]([CH3:20])([CH3:19])[CH3:18])=[O:15])[CH2:10][CH2:9]2)[S:6][CH:7]=1)([CH3:29])[CH3:28]. (4) Given the reactants [C:1]([O:5][C:6]([N:8]1[CH2:20][C@@H:19]([CH3:21])[N:18]2[C@H:10]([CH2:11][C:12]3[C:17]2=[N:16][C:15]([CH3:22])=[C:14](Br)[CH:13]=3)[CH2:9]1)=[O:7])([CH3:4])([CH3:3])[CH3:2].C([Li])(C)(C)C.[CH2:29]([S:31]SCC)[CH3:30], predict the reaction product. The product is: [C:1]([O:5][C:6]([N:8]1[CH2:20][C@@H:19]([CH3:21])[N:18]2[C@H:10]([CH2:11][C:12]3[C:17]2=[N:16][C:15]([CH3:22])=[C:14]([S:31][CH2:29][CH3:30])[CH:13]=3)[CH2:9]1)=[O:7])([CH3:4])([CH3:3])[CH3:2]. (5) Given the reactants [C:1]([C:3]1[CH:11]=[CH:10][C:6]([C:7](O)=[O:8])=[CH:5][CH:4]=1)#[N:2].Cl.[CH3:13][NH:14][O:15][CH3:16].CCCP(=O)=O.C(N(C(C)C)CC)(C)C.C(=O)([O-])[O-].[Na+].[Na+], predict the reaction product. The product is: [C:1]([C:3]1[CH:11]=[CH:10][C:6]([C:7]([N:14]([O:15][CH3:16])[CH3:13])=[O:8])=[CH:5][CH:4]=1)#[N:2].